From a dataset of Catalyst prediction with 721,799 reactions and 888 catalyst types from USPTO. Predict which catalyst facilitates the given reaction. (1) Product: [CH3:36][C:33]1[CH:34]=[CH:35][C:30]2[NH:29][C:28](=[O:37])[N:27]([CH:24]3[CH2:23][CH2:22][N:21]([C:9]4([CH3:8])[CH2:13][CH2:12][NH:11][CH2:10]4)[CH2:26][CH2:25]3)[C:31]=2[CH:32]=1. The catalyst class is: 5. Reactant: Cl.O1CCOCC1.[CH3:8][C:9]1([N:21]2[CH2:26][CH2:25][CH:24]([N:27]3[C:31]4[CH:32]=[C:33]([CH3:36])[CH:34]=[CH:35][C:30]=4[NH:29][C:28]3=[O:37])[CH2:23][CH2:22]2)[CH2:13][CH2:12][N:11](C(OC(C)(C)C)=O)[CH2:10]1. (2) Reactant: N1C=CC=CC=1.CS([O:11][S:12]([CH3:15])(=[O:14])=[O:13])(=O)=O.[CH3:16][O:17][C:18]1[CH:19]=[C:20]2[C:24](=[CH:25][C:26]=1[O:27][CH3:28])[N:23]([CH3:29])[CH:22]=[C:21]2[C:30]1[N:40]([S:41]([C:44]2[CH:49]=[CH:48][C:47]([CH3:50])=[CH:46][CH:45]=2)(=[O:43])=[O:42])[C:33]2=[N:34][CH:35]=[CH:36][C:37]([CH2:38]O)=[C:32]2[CH:31]=1. Product: [CH3:16][O:17][C:18]1[CH:19]=[C:20]2[C:24](=[CH:25][C:26]=1[O:27][CH3:28])[N:23]([CH3:29])[CH:22]=[C:21]2[C:30]1[N:40]([S:41]([C:44]2[CH:45]=[CH:46][C:47]([CH3:50])=[CH:48][CH:49]=2)(=[O:43])=[O:42])[C:33]2=[N:34][CH:35]=[CH:36][C:37]([CH2:38][O:11][S:12]([CH3:15])(=[O:13])=[O:14])=[C:32]2[CH:31]=1. The catalyst class is: 4. (3) Reactant: F[C:2]1[C:10]([F:11])=[C:9]([F:12])[CH:8]=[CH:7][C:3]=1[C:4]([OH:6])=[O:5].[F:13][C:14]1[CH:20]=[C:19]([S:21][CH2:22][CH3:23])[CH:18]=[CH:17][C:15]=1[NH2:16].[Li+].C[Si]([N-][Si](C)(C)C)(C)C. Product: [F:11][C:10]1[C:2]([NH:16][C:15]2[CH:17]=[CH:18][C:19]([S:21][CH2:22][CH3:23])=[CH:20][C:14]=2[F:13])=[C:3]([CH:7]=[CH:8][C:9]=1[F:12])[C:4]([OH:6])=[O:5]. The catalyst class is: 1. (4) Product: [CH3:44][O:43][C:41]1[CH:40]=[C:37]([CH:36]=[C:35]([O:34][CH3:33])[CH:42]=1)[CH2:38][N:20]1[CH2:21][CH2:22][CH:17]([N:16]([CH3:23])[C:14]([N:12]2[CH:13]=[C:9]([C:6]3[CH:7]=[CH:8][C:3]([OH:2])=[CH:4][CH:5]=3)[N:10]=[CH:11]2)=[O:15])[CH2:18][CH2:19]1. The catalyst class is: 26. Reactant: Br.[OH:2][C:3]1[CH:8]=[CH:7][C:6]([C:9]2[N:10]=[CH:11][N:12]([C:14]([N:16]([CH3:23])[CH:17]3[CH2:22][CH2:21][NH:20][CH2:19][CH2:18]3)=[O:15])[CH:13]=2)=[CH:5][CH:4]=1.C(N(CC)C(C)C)(C)C.[CH3:33][O:34][C:35]1[CH:36]=[C:37]([CH:40]=[C:41]([O:43][CH3:44])[CH:42]=1)[CH:38]=O.[Na].C(O)(=O)C. (5) Reactant: [N:1]1([S:7]([C:10]2[S:14][C:13]([NH:15]C(=O)C)=[N:12][CH:11]=2)(=[O:9])=[O:8])[CH2:6][CH2:5][O:4][CH2:3][CH2:2]1.Cl. Product: [N:1]1([S:7]([C:10]2[S:14][C:13]([NH2:15])=[N:12][CH:11]=2)(=[O:9])=[O:8])[CH2:2][CH2:3][O:4][CH2:5][CH2:6]1. The catalyst class is: 8. (6) Reactant: [Br:1][C:2]1[CH:7]=[CH:6][C:5]([N:8]2[CH2:13][CH2:12][N:11]([S:14]([CH3:17])(=[O:16])=[O:15])[CH2:10][CH2:9]2)=[CH:4][CH:3]=1.C[Si](C)(C)[N-][Si](C)(C)C.[Li+].Cl[C:29]([O:31][CH3:32])=[O:30]. Product: [Br:1][C:2]1[CH:3]=[CH:4][C:5]([N:8]2[CH2:13][CH2:12][N:11]([S:14]([CH2:17][C:29]([O:31][CH3:32])=[O:30])(=[O:15])=[O:16])[CH2:10][CH2:9]2)=[CH:6][CH:7]=1. The catalyst class is: 7. (7) Reactant: [CH2:1]([O:3][C:4](=[O:26])[CH2:5][C@@H:6]([NH:15][C:16]1[CH:21]=[C:20]([CH3:22])[CH:19]=[CH:18][C:17]=1[N+:23]([O-])=O)[CH2:7][CH2:8][C:9]1[CH:14]=[CH:13][CH:12]=[CH:11][CH:10]=1)[CH3:2]. Product: [CH2:1]([O:3][C:4](=[O:26])[CH2:5][C@@H:6]([NH:15][C:16]1[CH:21]=[C:20]([CH3:22])[CH:19]=[CH:18][C:17]=1[NH2:23])[CH2:7][CH2:8][C:9]1[CH:14]=[CH:13][CH:12]=[CH:11][CH:10]=1)[CH3:2]. The catalyst class is: 19. (8) Reactant: [Cl:1][C:2]1[CH:7]=[C:6]([Cl:8])[CH:5]=[CH:4][C:3]=1[CH3:9].[N+:10]([O-])([OH:12])=[O:11]. Product: [Cl:1][C:2]1[CH:7]=[C:6]([Cl:8])[C:5]([N+:10]([O-:12])=[O:11])=[CH:4][C:3]=1[CH3:9]. The catalyst class is: 65.